This data is from Forward reaction prediction with 1.9M reactions from USPTO patents (1976-2016). The task is: Predict the product of the given reaction. (1) The product is: [F:1][C:2]1[CH:7]=[CH:6][C:5]([N:8]2[C:12]3[CH:13]=[C:14]4[C@:19]([CH:21]=[O:22])([CH2:20][C:11]=3[CH:10]=[N:9]2)[CH2:18][N:17]([S:25]([C:28]2[CH:29]=[CH:30][C:31]([C:34]([F:37])([F:35])[F:36])=[CH:32][CH:33]=2)(=[O:27])=[O:26])[CH2:16][CH2:15]4)=[CH:4][CH:3]=1. Given the reactants [F:1][C:2]1[CH:7]=[CH:6][C:5]([N:8]2[C:12]3[CH:13]=[C:14]4[C@:19]([C:21](OC)=[O:22])([CH2:20][C:11]=3[CH:10]=[N:9]2)[CH2:18][N:17]([S:25]([C:28]2[CH:33]=[CH:32][C:31]([C:34]([F:37])([F:36])[F:35])=[CH:30][CH:29]=2)(=[O:27])=[O:26])[CH2:16][CH2:15]4)=[CH:4][CH:3]=1.[H-].C([Al+]CC(C)C)C(C)C.C(=O)(O)[O-].[Na+].S([O-])([O-])(=O)=O.[Na+].[Na+], predict the reaction product. (2) The product is: [NH:2]1[CH:3]=[C:4]([C:6]2[CH:22]=[CH:21][C:9]3[C:10]4[N:11]=[C:12]([C:18]([N:32]5[CH2:33][CH2:34][CH2:35][N:29]([C:24]6[CH:25]=[CH:26][CH:27]=[CH:28][N:23]=6)[CH2:30][CH2:31]5)=[O:20])[S:13][C:14]=4[CH2:15][CH2:16][O:17][C:8]=3[CH:7]=2)[CH:5]=[N:1]1. Given the reactants [NH:1]1[CH:5]=[C:4]([C:6]2[CH:22]=[CH:21][C:9]3[C:10]4[N:11]=[C:12]([C:18]([OH:20])=O)[S:13][C:14]=4[CH2:15][CH2:16][O:17][C:8]=3[CH:7]=2)[CH:3]=[N:2]1.[N:23]1[CH:28]=[CH:27][CH:26]=[CH:25][C:24]=1[N:29]1[CH2:35][CH2:34][CH2:33][NH:32][CH2:31][CH2:30]1, predict the reaction product. (3) Given the reactants [Br:1][C:2]1[CH:3]=[C:4]([C:9](=[O:14])[CH:10]=[C:11]([CH3:13])[CH3:12])[CH:5]=[CH:6][C:7]=1[CH3:8].ClC1C=CC=C(C(OO)=[O:23])C=1.O, predict the reaction product. The product is: [Br:1][C:2]1[CH:3]=[C:4]([C:9]([CH:10]2[C:11]([CH3:12])([CH3:13])[O:23]2)=[O:14])[CH:5]=[CH:6][C:7]=1[CH3:8]. (4) Given the reactants [CH2:1]1[C:5]2([CH2:10][CH2:9][NH:8][CH2:7][CH2:6]2)[CH2:4][CH2:3][N:2]1[C:11]([C:13]1[CH:21]=[C:20]2[C:16]([CH2:17][CH2:18][CH:19]2[NH:22][C:23](=[O:31])[C:24]2[CH:29]=[CH:28][CH:27]=[CH:26][C:25]=2[Cl:30])=[CH:15][CH:14]=1)=[O:12].CCN(C(C)C)C(C)C.Cl[C:42]1[CH:47]=[CH:46][N:45]=[CH:44][CH:43]=1.CC[OH:50], predict the reaction product. The product is: [Cl:30][C:25]1[CH:26]=[CH:27][CH:28]=[CH:29][C:24]=1[C:23]([NH:22][CH:19]1[C:20]2[C:16](=[CH:15][CH:14]=[C:13]([C:11]([N:2]3[CH2:1][C:5]4([CH2:10][CH2:9][N:8]([C:42]5[CH:47]=[CH:46][N+:45]([O-:50])=[CH:44][CH:43]=5)[CH2:7][CH2:6]4)[CH2:4][CH2:3]3)=[O:12])[CH:21]=2)[CH2:17][CH2:18]1)=[O:31]. (5) The product is: [C:3]([C:2]([NH:1][C:19]([C:17]1[O:11][C:10]([CH3:9])=[N:15][N:16]=1)=[O:20])([CH3:6])[CH3:5])#[N:4]. Given the reactants [NH2:1][C:2]([CH3:6])([CH3:5])[C:3]#[N:4].CN1CC[O:11][CH2:10][CH2:9]1.O1C=[C:17]([C:19](Cl)=[O:20])[N:16]=[N:15]1, predict the reaction product. (6) Given the reactants [CH3:1][C:2]1[N:3]=[CH:4][N:5]([C:7]2[CH:8]=[C:9]([CH:14]=[CH:15][CH:16]=2)[C:10]([O:12]C)=O)[CH:6]=1.N(C1C=C(C=CC=1)C(O)=O)=C=S.COC(OC)C(N)C.[C:37]([O:40][C:41]([CH3:44])([CH3:43])[CH3:42])(=[O:39])[CH3:38].[Li], predict the reaction product. The product is: [C:41]([O:40][C:37](=[O:39])[CH2:38][C:10]([C:9]1[CH:14]=[CH:15][CH:16]=[C:7]([N:5]2[CH:6]=[C:2]([CH3:1])[N:3]=[CH:4]2)[CH:8]=1)=[O:12])([CH3:44])([CH3:43])[CH3:42]. (7) Given the reactants CC1C=CC(S(N[C@@H]([C@H](N)C2C=CC=CC=2)C2C=CC=CC=2)(=O)=O)=CC=1.C(N(CC)CC)C.CN(C=O)C.[CH2:39]([O:41][C@H:42]([CH2:48][C:49]1[CH:54]=[CH:53][C:52]([O:55][CH2:56][C:57]([C:59]2[CH:64]=[CH:63][CH:62]=[C:61]([O:65][CH3:66])[CH:60]=2)=[O:58])=[CH:51][CH:50]=1)[C:43]([O:45][CH2:46][CH3:47])=[O:44])[CH3:40], predict the reaction product. The product is: [CH2:39]([O:41][C@H:42]([CH2:48][C:49]1[CH:54]=[CH:53][C:52]([O:55][CH2:56][C@@H:57]([OH:58])[C:59]2[CH:64]=[CH:63][CH:62]=[C:61]([O:65][CH3:66])[CH:60]=2)=[CH:51][CH:50]=1)[C:43]([O:45][CH2:46][CH3:47])=[O:44])[CH3:40]. (8) Given the reactants Br[C:2]1[C:6]2[CH:7]=[C:8]([C:11]([NH:13][C@@H:14]3[CH2:19][C@@H:18]4[N:20](C(OC(C)(C)C)=O)[C@H:15]3[CH2:16][CH2:17]4)=[O:12])[CH:9]=[CH:10][C:5]=2[O:4][CH:3]=1.C(P(C(C)(C)C)C(C)(C)C)(C)(C)C.[CH3:41][Si:42]([C:45]#[CH:46])([CH3:44])[CH3:43].C(NC(C)C)(C)C, predict the reaction product. The product is: [C@H:15]12[NH:20][C@H:18]([CH2:17][CH2:16]1)[CH2:19][C@H:14]2[NH:13][C:11]([C:8]1[CH:9]=[CH:10][C:5]2[O:4][CH:3]=[C:2]([C:46]#[C:45][Si:42]([CH3:44])([CH3:43])[CH3:41])[C:6]=2[CH:7]=1)=[O:12]. (9) Given the reactants [CH3:1][O:2][C:3]1[C:8]([CH:9]=[O:10])=[C:7]([O:11]C)[N:6]=[C:5]([O:13][CH2:14][C:15]([F:18])([F:17])[F:16])[N:4]=1.B(Br)(Br)Br.C(=O)([O-])O.[Na+], predict the reaction product. The product is: [OH:11][C:7]1[C:8]([CH:9]=[O:10])=[C:3]([O:2][CH3:1])[N:4]=[C:5]([O:13][CH2:14][C:15]([F:18])([F:16])[F:17])[N:6]=1. (10) Given the reactants [CH:1]1([NH:4][C@@H:5]2[CH2:10][CH2:9][N:8]([C:11]3[CH:16]=[CH:15][C:14]([C:17]([F:20])([F:19])[F:18])=[CH:13][N:12]=3)[CH2:7][C@@H:6]2[F:21])[CH2:3][CH2:2]1.[F:22][C:23]1[CH:24]=[C:25]([CH:29]=[CH:30][C:31]=1[N:32]1[CH:36]=[N:35][N:34]=[N:33]1)[C:26](O)=[O:27], predict the reaction product. The product is: [CH:1]1([N:4]([C@@H:5]2[CH2:10][CH2:9][N:8]([C:11]3[CH:16]=[CH:15][C:14]([C:17]([F:18])([F:20])[F:19])=[CH:13][N:12]=3)[CH2:7][C@@H:6]2[F:21])[C:26](=[O:27])[C:25]2[CH:29]=[CH:30][C:31]([N:32]3[CH:36]=[N:35][N:34]=[N:33]3)=[C:23]([F:22])[CH:24]=2)[CH2:2][CH2:3]1.